Task: Predict the product of the given reaction.. Dataset: Forward reaction prediction with 1.9M reactions from USPTO patents (1976-2016) (1) Given the reactants N1C=CC=CC=1.[F:7][C:8]([F:14])([F:13])[S:9]([OH:12])(=[O:11])=[O:10].[CH3:15][C:16]1[NH:21][C:20]2[N:22]([C:25]3[CH:30]=[CH:29][C:28]([O:31][C:32]([F:35])([F:34])[F:33])=[CH:27][C:26]=3[CH3:36])[CH2:23][CH2:24][C:19]=2[C:18](=O)[CH:17]=1.FC(F)(F)S(OS(C(F)(F)F)(=O)=O)(=O)=O.C([O-])(O)=O.[Na+], predict the reaction product. The product is: [F:7][C:8]([F:14])([F:13])[S:9]([O:12][C:18]1[CH:17]=[C:16]([CH3:15])[N:21]=[C:20]2[N:22]([C:25]3[CH:30]=[CH:29][C:28]([O:31][C:32]([F:34])([F:33])[F:35])=[CH:27][C:26]=3[CH3:36])[CH2:23][CH2:24][C:19]=12)(=[O:11])=[O:10]. (2) Given the reactants [C:1]([C:3]1[C:4]([N:21]2[CH2:26][CH2:25][CH:24]([C:27](O)=[O:28])[CH2:23][CH2:22]2)=[N:5][C:6]([CH2:14][N:15]2[CH2:19][CH2:18][CH2:17][C:16]2=[O:20])=[C:7]([C:9]([O:11][CH2:12][CH3:13])=[O:10])[CH:8]=1)#[N:2].[CH:30]1([CH2:35][S:36]([NH2:39])(=[O:38])=[O:37])[CH2:34][CH2:33][CH2:32][CH2:31]1, predict the reaction product. The product is: [C:1]([C:3]1[C:4]([N:21]2[CH2:26][CH2:25][CH:24]([C:27](=[O:28])[NH:39][S:36]([CH2:35][CH:30]3[CH2:34][CH2:33][CH2:32][CH2:31]3)(=[O:38])=[O:37])[CH2:23][CH2:22]2)=[N:5][C:6]([CH2:14][N:15]2[CH2:19][CH2:18][CH2:17][C:16]2=[O:20])=[C:7]([CH:8]=1)[C:9]([O:11][CH2:12][CH3:13])=[O:10])#[N:2]. (3) Given the reactants [NH2:1][C:2]([NH2:4])=[S:3].Cl[CH2:6][C:7](=O)[C:8](=[O:10])[CH3:9], predict the reaction product. The product is: [NH2:1][C:2]1[S:3][CH:6]=[C:7]([C:8](=[O:10])[CH3:9])[N:4]=1. (4) Given the reactants [CH3:1][O:2][C:3](=[O:13])[CH2:4][CH2:5][CH2:6][C:7]1[CH:12]=[CH:11][CH:10]=[CH:9][CH:8]=1.I[CH2:15][CH2:16][CH2:17][CH2:18][C:19]1[CH:24]=[CH:23][CH:22]=[CH:21][CH:20]=1, predict the reaction product. The product is: [C:19]1([CH2:18][CH2:17][CH2:16][CH2:15][CH:4]([CH2:5][CH2:6][C:7]2[CH:8]=[CH:9][CH:10]=[CH:11][CH:12]=2)[C:3]([O:2][CH3:1])=[O:13])[CH:24]=[CH:23][CH:22]=[CH:21][CH:20]=1. (5) Given the reactants [NH:1]1[CH2:6][CH2:5][CH:4]([C:7]2[CH:12]=[CH:11][C:10]([NH:13][C:14]3[N:19]=[C:18]([CH2:20][CH2:21][C:22]4[C:23]([CH2:28][C:29]([NH2:31])=[O:30])=[N:24][CH:25]=[CH:26][N:27]=4)[C:17]([C:32]([F:35])([F:34])[F:33])=[CH:16][N:15]=3)=[CH:9][CH:8]=2)[CH2:3][CH2:2]1.C=O.[C:38](O[BH-](OC(=O)C)OC(=O)C)(=O)C.[Na+], predict the reaction product. The product is: [CH3:38][N:1]1[CH2:2][CH2:3][CH:4]([C:7]2[CH:12]=[CH:11][C:10]([NH:13][C:14]3[N:19]=[C:18]([CH2:20][CH2:21][C:22]4[C:23]([CH2:28][C:29]([NH2:31])=[O:30])=[N:24][CH:25]=[CH:26][N:27]=4)[C:17]([C:32]([F:33])([F:35])[F:34])=[CH:16][N:15]=3)=[CH:9][CH:8]=2)[CH2:5][CH2:6]1. (6) Given the reactants Br[C:2]1[CH:7]=[CH:6][C:5]([C:8]([N:10]2[CH2:15][CH2:14][N:13]([C:16]3[CH:21]=[CH:20][C:19]([CH3:22])=[CH:18][C:17]=3[CH3:23])[CH2:12][CH2:11]2)=[O:9])=[C:4]([S:24]([CH3:27])(=[O:26])=[O:25])[CH:3]=1.[OH:28][CH2:29][CH:30]1[NH:34][C:33](=[O:35])[CH2:32][CH2:31]1, predict the reaction product. The product is: [CH3:23][C:17]1[CH:18]=[C:19]([CH3:22])[CH:20]=[CH:21][C:16]=1[N:13]1[CH2:14][CH2:15][N:10]([C:8]([C:5]2[CH:6]=[CH:7][C:2]([N:34]3[C@H:30]([CH2:29][OH:28])[CH2:31][CH2:32][C:33]3=[O:35])=[CH:3][C:4]=2[S:24]([CH3:27])(=[O:26])=[O:25])=[O:9])[CH2:11][CH2:12]1. (7) Given the reactants [C:1]([O:5][C:6]([N:8]1[CH2:13][CH2:12][C:11]([C:15]#[CH:16])([CH3:14])[CH2:10][CH2:9]1)=[O:7])([CH3:4])([CH3:3])[CH3:2].[Cl:17][C:18]1[CH:23]=[C:22](I)[C:21]([OH:25])=[CH:20][N:19]=1, predict the reaction product. The product is: [C:1]([O:5][C:6]([N:8]1[CH2:13][CH2:12][C:11]([C:15]2[O:25][C:21]3=[CH:20][N:19]=[C:18]([Cl:17])[CH:23]=[C:22]3[CH:16]=2)([CH3:14])[CH2:10][CH2:9]1)=[O:7])([CH3:4])([CH3:3])[CH3:2]. (8) Given the reactants [C:1]([N:4]1[CH2:9][CH2:8][C:7]2[N:10]([C@@H:21]3[C:29]4[C:24](=[C:25]([F:31])[CH:26]=[C:27]([F:30])[CH:28]=4)[CH2:23][C@H:22]3[OH:32])[N:11]=[C:12]([C:13]3[CH:14]=[C:15]([CH:18]=[CH:19][CH:20]=3)[C:16]#[N:17])[C:6]=2[CH2:5]1)(=[O:3])[CH3:2].[CH3:33][Si]([N-][Si](C)(C)C)(C)C.[Na+].IC, predict the reaction product. The product is: [C:1]([N:4]1[CH2:9][CH2:8][C:7]2[N:10]([C@@H:21]3[C:29]4[C:24](=[C:25]([F:31])[CH:26]=[C:27]([F:30])[CH:28]=4)[CH2:23][C@H:22]3[O:32][CH3:33])[N:11]=[C:12]([C:13]3[CH:14]=[C:15]([CH:18]=[CH:19][CH:20]=3)[C:16]#[N:17])[C:6]=2[CH2:5]1)(=[O:3])[CH3:2].